This data is from Forward reaction prediction with 1.9M reactions from USPTO patents (1976-2016). The task is: Predict the product of the given reaction. Given the reactants [C:1]([O:4][CH2:5][C:6]1[CH:15]=[CH:14][C:13]2[C:8](=[C:9]([Cl:20])[C:10]([O:16]COC)=[CH:11][CH:12]=2)[N:7]=1)(=[O:3])[CH3:2], predict the reaction product. The product is: [C:1]([O:4][CH2:5][C:6]1[CH:15]=[CH:14][C:13]2[C:8](=[C:9]([Cl:20])[C:10]([OH:16])=[CH:11][CH:12]=2)[N:7]=1)(=[O:3])[CH3:2].